This data is from Full USPTO retrosynthesis dataset with 1.9M reactions from patents (1976-2016). The task is: Predict the reactants needed to synthesize the given product. (1) Given the product [NH2:1][CH2:4][CH:5]1[N:10]2[C:11]3[CH:12]=[CH:13][CH:14]=[C:15]([F:18])[C:16]=3[CH:17]=[C:9]2[C:8]2[N:19]=[C:20]([C:23]3[C:24]([N:43]([CH3:48])[S:44]([CH3:47])(=[O:45])=[O:46])=[CH:25][C:26]4[O:30][C:29]([C:31]5[CH:32]=[CH:33][C:34]([F:37])=[CH:35][CH:36]=5)=[C:28]([C:38]([NH:40][CH3:41])=[O:39])[C:27]=4[CH:42]=3)[CH:21]=[CH:22][C:7]=2[O:6]1, predict the reactants needed to synthesize it. The reactants are: [N:1]([CH2:4][CH:5]1[N:10]2[C:11]3[CH:12]=[CH:13][CH:14]=[C:15]([F:18])[C:16]=3[CH:17]=[C:9]2[C:8]2[N:19]=[C:20]([C:23]3[C:24]([N:43]([CH3:48])[S:44]([CH3:47])(=[O:46])=[O:45])=[CH:25][C:26]4[O:30][C:29]([C:31]5[CH:36]=[CH:35][C:34]([F:37])=[CH:33][CH:32]=5)=[C:28]([C:38]([NH:40][CH3:41])=[O:39])[C:27]=4[CH:42]=3)[CH:21]=[CH:22][C:7]=2[O:6]1)=[N+]=[N-]. (2) Given the product [CH:1]1([N:5]2[C:9]3=[N:10][CH:11]=[C:12]([C:14]([F:16])([F:17])[F:15])[CH:13]=[C:8]3[N:7]=[C:6]2[NH:18][C:36](=[O:37])[CH2:35][C:32]2[CH:33]=[CH:34][C:29]([F:28])=[CH:30][CH:31]=2)[CH2:2][CH2:3][CH2:4]1, predict the reactants needed to synthesize it. The reactants are: [CH:1]1([N:5]2[C:9]3=[N:10][CH:11]=[C:12]([C:14]([F:17])([F:16])[F:15])[CH:13]=[C:8]3[N:7]=[C:6]2[NH2:18])[CH2:4][CH2:3][CH2:2]1.C(N(C(C)C)CC)(C)C.[F:28][C:29]1[CH:34]=[CH:33][C:32]([CH2:35][C:36](Cl)=[O:37])=[CH:31][CH:30]=1. (3) The reactants are: [CH2:1]([O:8][C@H:9]1[C@H:14]([O:15][CH2:16][C:17]2[CH:22]=[CH:21][CH:20]=[CH:19][CH:18]=2)[C@@H:13]([O:23][CH2:24][C:25]2[CH:30]=[CH:29][CH:28]=[CH:27][CH:26]=2)[C@@:12]([C:33]2[CH:38]=[CH:37][C:36]([Cl:39])=[C:35]([CH2:40][C:41]3[CH:46]=[CH:45][C:44]([O:47][CH2:48][CH3:49])=[CH:43][CH:42]=3)[CH:34]=2)([O:31][CH3:32])[O:11][C@@:10]1([CH2:52][OH:53])[CH:50]=[O:51])[C:2]1[CH:7]=[CH:6][CH:5]=[CH:4][CH:3]=1.P(O)(O)([O-])=[O:55].[K+].CC(=CC)C.Cl([O-])=O.[Na+]. Given the product [CH2:1]([O:8][C@H:9]1[C@H:14]([O:15][CH2:16][C:17]2[CH:18]=[CH:19][CH:20]=[CH:21][CH:22]=2)[C@@H:13]([O:23][CH2:24][C:25]2[CH:30]=[CH:29][CH:28]=[CH:27][CH:26]=2)[C@@:12]([C:33]2[CH:38]=[CH:37][C:36]([Cl:39])=[C:35]([CH2:40][C:41]3[CH:42]=[CH:43][C:44]([O:47][CH2:48][CH3:49])=[CH:45][CH:46]=3)[CH:34]=2)([O:31][CH3:32])[O:11][C@@:10]1([CH2:52][OH:53])[C:50]([OH:55])=[O:51])[C:2]1[CH:7]=[CH:6][CH:5]=[CH:4][CH:3]=1, predict the reactants needed to synthesize it. (4) Given the product [O-:6][P:3](=[O:5])=[O:4].[O-:6][P:3](=[O:5])=[O:4].[Zn+2:2], predict the reactants needed to synthesize it. The reactants are: [O-2].[Zn+2:2].[P:3](=O)([OH:6])([OH:5])[OH:4]. (5) Given the product [CH2:25]([O:27][C:28](=[O:44])[CH2:29][N:30]1[CH:34]=[C:33]([C:2]2[S:6][CH:5]=[C:4]([C:7]([N:9]3[CH:18]4[CH:13]([CH2:14][CH2:15][CH2:16][CH2:17]4)[CH2:12][CH2:11][CH2:10]3)=[O:8])[CH:3]=2)[CH:32]=[N:31]1)[CH3:26], predict the reactants needed to synthesize it. The reactants are: Br[C:2]1[S:6][CH:5]=[C:4]([C:7]([N:9]2[C@@H:18]3[C@@H:13]([CH2:14][CH2:15][CH2:16][CH2:17]3)[CH2:12][CH2:11][CH2:10]2)=[O:8])[CH:3]=1.C(=O)([O-])[O-].[Cs+].[Cs+].[CH2:25]([O:27][C:28](=[O:44])[CH2:29][N:30]1[CH:34]=[C:33](B2OC(C)(C)C(C)(C)O2)[CH:32]=[N:31]1)[CH3:26]. (6) Given the product [F:22][C:20]([F:21])([F:23])[C:15]1[CH:16]=[CH:17][CH:18]=[CH:19][C:14]=1[S:11]([CH:9]1[CH2:8][N:7]([C:24]2[CH:29]=[CH:28][CH:27]=[C:26]([C:30]([F:33])([F:32])[F:31])[CH:25]=2)[CH:6]([C:4]([OH:5])=[O:3])[CH2:10]1)(=[O:12])=[O:13], predict the reactants needed to synthesize it. The reactants are: C([O:3][C:4]([CH:6]1[CH2:10][CH:9]([S:11]([C:14]2[CH:19]=[CH:18][CH:17]=[CH:16][C:15]=2[C:20]([F:23])([F:22])[F:21])(=[O:13])=[O:12])[CH2:8][N:7]1[C:24]1[CH:29]=[CH:28][CH:27]=[C:26]([C:30]([F:33])([F:32])[F:31])[CH:25]=1)=[O:5])C.[OH-].[Li+]. (7) Given the product [C:35]([O:39][C:40](=[O:60])[C:41]1[CH:46]=[CH:45][C:44]([CH2:47][N:48]2[CH:57]=[CH:56][C:55]3[C:50](=[CH:51][C:52]([NH:58][C:10](=[O:12])[CH2:9][C:6]4[CH:5]=[CH:4][C:3]([O:2][CH3:1])=[CH:8][CH:7]=4)=[CH:53][CH:54]=3)[C:49]2=[O:59])=[CH:43][CH:42]=1)([CH3:38])([CH3:36])[CH3:37], predict the reactants needed to synthesize it. The reactants are: [CH3:1][O:2][C:3]1[CH:8]=[CH:7][C:6]([CH2:9][C:10]([OH:12])=O)=[CH:5][CH:4]=1.CCN=C=NCCCN(C)C.Cl.ON1C2C=CC=CC=2N=N1.[C:35]([O:39][C:40](=[O:60])[C:41]1[CH:46]=[CH:45][C:44]([CH2:47][N:48]2[CH:57]=[CH:56][C:55]3[C:50](=[CH:51][C:52]([NH2:58])=[CH:53][CH:54]=3)[C:49]2=[O:59])=[CH:43][CH:42]=1)([CH3:38])([CH3:37])[CH3:36].C([O-])(O)=O.[Na+].